From a dataset of Forward reaction prediction with 1.9M reactions from USPTO patents (1976-2016). Predict the product of the given reaction. (1) Given the reactants C(N(CC)CC)C.[C:8]1([NH2:14])[CH:13]=[CH:12][CH:11]=[CH:10][CH:9]=1.[F:15][C:16]([F:29])([F:28])[S:17](O[S:17]([C:16]([F:29])([F:28])[F:15])(=[O:19])=[O:18])(=[O:19])=[O:18], predict the reaction product. The product is: [CH:11]1[CH:12]=[CH:13][C:8]([N:14]([S:17]([C:16]([F:29])([F:28])[F:15])(=[O:19])=[O:18])[S:17]([C:16]([F:29])([F:28])[F:15])(=[O:19])=[O:18])=[CH:9][CH:10]=1. (2) Given the reactants Cl[C:2](=[O:7])[C:3]([O:5][CH3:6])=[O:4].[NH2:8][C:9]1[CH:26]=[CH:25][C:12]([O:13][C@@H:14]2[CH2:19][CH2:18][C@H:17]([C:20]([O:22][CH2:23][CH3:24])=[O:21])[CH2:16][CH2:15]2)=[CH:11][CH:10]=1.N1C=CC=CC=1, predict the reaction product. The product is: [CH3:6][O:5][C:3](=[O:4])[C:2]([NH:8][C:9]1[CH:10]=[CH:11][C:12]([O:13][C@@H:14]2[CH2:19][CH2:18][C@H:17]([C:20]([O:22][CH2:23][CH3:24])=[O:21])[CH2:16][CH2:15]2)=[CH:25][CH:26]=1)=[O:7]. (3) Given the reactants [CH3:1][O:2][C:3]1[CH:8]=[CH:7][C:6]([O:9][CH3:10])=[CH:5][C:4]=1[CH2:11][CH2:12][NH2:13].[CH:14]1([CH:17]=O)[CH2:16][CH2:15]1, predict the reaction product. The product is: [CH:14]1([CH2:17][NH:13][CH2:12][CH2:11][C:4]2[CH:5]=[C:6]([O:9][CH3:10])[CH:7]=[CH:8][C:3]=2[O:2][CH3:1])[CH2:16][CH2:15]1. (4) Given the reactants CC(OI1(OC(C)=O)(OC(C)=O)OC(=O)C2C=CC=CC1=2)=O.[N:23]1([CH2:29][CH2:30][CH2:31][NH:32][C:33]2[C:45]3[C:44]4[C:39](=[CH:40][C:41]([C:46]([O:48][CH3:49])=[O:47])=[CH:42][CH:43]=4)[NH:38][C:37]=3[N:36]=[C:35]([CH2:50][C:51]3[CH:56]=[CH:55][CH:54]=[C:53]([CH:57]([OH:62])[C:58]([F:61])([F:60])[F:59])[CH:52]=3)[N:34]=2)[CH2:28][CH2:27][CH2:26][CH2:25][CH2:24]1, predict the reaction product. The product is: [N:23]1([CH2:29][CH2:30][CH2:31][NH:32][C:33]2[C:45]3[C:44]4[C:39](=[CH:40][C:41]([C:46]([O:48][CH3:49])=[O:47])=[CH:42][CH:43]=4)[NH:38][C:37]=3[N:36]=[C:35]([CH2:50][C:51]3[CH:56]=[CH:55][CH:54]=[C:53]([C:57](=[O:62])[C:58]([F:59])([F:61])[F:60])[CH:52]=3)[N:34]=2)[CH2:24][CH2:25][CH2:26][CH2:27][CH2:28]1. (5) Given the reactants C([O:8][C:9]1[C:10]2[N:11]([N:16]=[CH:17][C:18]=2C(OC)=O)[CH:12]=[C:13]([Cl:15])[CH:14]=1)C1C=CC=CC=1.CC(O)=O.Br.[OH-].[Na+], predict the reaction product. The product is: [Cl:15][C:13]1[CH:14]=[C:9]([OH:8])[C:10]2[N:11]([N:16]=[CH:17][CH:18]=2)[CH:12]=1. (6) Given the reactants Cl[C:2]1[N:7]=[CH:6][N:5]=[C:4]2[N:8]([CH3:13])[N:9]=[C:10]([CH3:12])[CH2:11][C:3]=12.[C:14]1(B(O)O)[CH:19]=[CH:18][CH:17]=[CH:16][CH:15]=1.C(=O)([O-])[O-].[K+].[K+], predict the reaction product. The product is: [CH3:13][N:8]1[C:4]2=[N:5][CH:6]=[N:7][C:2]([C:14]3[CH:19]=[CH:18][CH:17]=[CH:16][CH:15]=3)=[C:3]2[CH2:11][C:10]([CH3:12])=[N:9]1.